Dataset: CYP1A2 inhibition data for predicting drug metabolism from PubChem BioAssay. Task: Regression/Classification. Given a drug SMILES string, predict its absorption, distribution, metabolism, or excretion properties. Task type varies by dataset: regression for continuous measurements (e.g., permeability, clearance, half-life) or binary classification for categorical outcomes (e.g., BBB penetration, CYP inhibition). Dataset: cyp1a2_veith. (1) The compound is Cc1ccc(OCc2nnc(SCC(=O)O)n2N)cc1. The result is 0 (non-inhibitor). (2) The compound is COc1ccc(-n2ncc3c(NCC4CCCO4)ncnc32)cc1. The result is 1 (inhibitor). (3) The molecule is CCCc1ncc(C[n+]2ccccc2C)c(N)n1.Cl.[Cl-]. The result is 0 (non-inhibitor). (4) The compound is CC1CCCC(C)N1C(=O)C1CC(c2ccc(F)cc2)=NO1. The result is 0 (non-inhibitor).